From a dataset of Full USPTO retrosynthesis dataset with 1.9M reactions from patents (1976-2016). Predict the reactants needed to synthesize the given product. (1) The reactants are: [NH2:1][CH2:2][C:3]1[CH:4]=[C:5]2[C:9](=[CH:10][CH:11]=1)[NH:8][C:7](=[O:12])[CH2:6]2.[CH:13]12[CH2:18][CH:17]1[C:16](=[O:19])[O:15][C:14]2=O. Given the product [O:12]=[C:7]1[CH2:6][C:5]2[C:9](=[CH:10][CH:11]=[C:3]([CH2:2][N:1]3[C:14](=[O:15])[C@@H:13]4[C@@H:17]([CH2:18]4)[C:16]3=[O:19])[CH:4]=2)[NH:8]1, predict the reactants needed to synthesize it. (2) Given the product [NH2:1][C:4]1[CH:13]=[CH:12][CH:11]=[C:10]2[C:5]=1[CH:6]=[CH:7][N:8]([C:15]1[CH:19]=[CH:18][NH:17][N:16]=1)[C:9]2=[O:14], predict the reactants needed to synthesize it. The reactants are: [N+:1]([C:4]1[CH:13]=[CH:12][CH:11]=[C:10]2[C:5]=1[CH:6]=[CH:7][N:8]([C:15]1[CH:19]=[CH:18][NH:17][N:16]=1)[C:9]2=[O:14])([O-])=O.CO. (3) Given the product [N:1]([C@@H:4]([C@@H:19]([C:28]1[CH:33]=[CH:32][C:31]([Cl:34])=[CH:30][CH:29]=1)[C@H:20]1[CH2:25][CH2:24][O:23][C:22]([CH3:27])([CH3:26])[CH2:21]1)[C:5]([OH:6])=[O:35])=[N+:2]=[N-:3], predict the reactants needed to synthesize it. The reactants are: [N:1]([C@@H:4]([C@@H:19]([C:28]1[CH:33]=[CH:32][C:31]([Cl:34])=[CH:30][CH:29]=1)[C@H:20]1[CH2:25][CH2:24][O:23][C:22]([CH3:27])([CH3:26])[CH2:21]1)[C:5](N1[C@@H](C2C=CC=CC=2)COC1=O)=[O:6])=[N+:2]=[N-:3].[OH:35]O.[Li+].[OH-].